Task: Predict which catalyst facilitates the given reaction.. Dataset: Catalyst prediction with 721,799 reactions and 888 catalyst types from USPTO (1) Reactant: C(OC(=O)[NH:10][CH:11]([CH2:31][O:32][Si:33]([C:46]([CH3:49])([CH3:48])[CH3:47])([C:40]1[CH:45]=[CH:44][CH:43]=[CH:42][CH:41]=1)[C:34]1[CH:39]=[CH:38][CH:37]=[CH:36][CH:35]=1)[CH2:12][O:13][Si:14]([C:27]([CH3:30])([CH3:29])[CH3:28])([C:21]1[CH:26]=[CH:25][CH:24]=[CH:23][CH:22]=1)[C:15]1[CH:20]=[CH:19][CH:18]=[CH:17][CH:16]=1)C1C=CC=CC=1. Product: [Si:14]([O:13][CH2:12][CH:11]([NH2:10])[CH2:31][O:32][Si:33]([C:46]([CH3:49])([CH3:48])[CH3:47])([C:40]1[CH:41]=[CH:42][CH:43]=[CH:44][CH:45]=1)[C:34]1[CH:35]=[CH:36][CH:37]=[CH:38][CH:39]=1)([C:27]([CH3:28])([CH3:29])[CH3:30])([C:21]1[CH:26]=[CH:25][CH:24]=[CH:23][CH:22]=1)[C:15]1[CH:16]=[CH:17][CH:18]=[CH:19][CH:20]=1. The catalyst class is: 19. (2) Reactant: N#N.[CH3:3][O:4][CH2:5][C:6]1[S:10][C:9]([CH2:11][N:12]2[N:16]=[C:15]([N+:17]([O-])=O)[CH:14]=[N:13]2)=[N:8][CH:7]=1.[NH4+].[Cl-]. Product: [CH3:3][O:4][CH2:5][C:6]1[S:10][C:9]([CH2:11][N:12]2[N:16]=[C:15]([NH2:17])[CH:14]=[N:13]2)=[N:8][CH:7]=1. The catalyst class is: 314. (3) Reactant: [Br:1][C:2]1[CH:12]=[C:11]([C:13]2[CH2:17][C:16]([C:22]3[CH:27]=[C:26]([Cl:28])[CH:25]=[C:24]([Cl:29])[CH:23]=3)([C:18]([F:21])([F:20])[F:19])[CH2:15][N:14]=2)[CH:10]=[CH:9][C:3]=1[CH2:4][O:5]C(=O)C.C[O-].[Na+]. Product: [Br:1][C:2]1[CH:12]=[C:11]([C:13]2[CH2:17][C:16]([C:22]3[CH:27]=[C:26]([Cl:28])[CH:25]=[C:24]([Cl:29])[CH:23]=3)([C:18]([F:19])([F:20])[F:21])[CH2:15][N:14]=2)[CH:10]=[CH:9][C:3]=1[CH2:4][OH:5]. The catalyst class is: 5. (4) Reactant: [CH2:1]1[O:3][CH:2]1[CH2:4][OH:5].[CH3:6][O:7][C:8]1[CH:13]=[CH:12][C:11]([NH2:14])=[CH:10][CH:9]=1. Product: [CH3:6][O:7][C:8]1[CH:13]=[CH:12][C:11]([NH:14][CH2:1][CH:2]([OH:3])[CH2:4][OH:5])=[CH:10][CH:9]=1. The catalyst class is: 8. (5) Reactant: [H-].[Na+].[CH2:3]([O:5][C:6](=[O:18])[CH2:7][C:8]1[C:16]2[C:11](=[CH:12][C:13]([Br:17])=[CH:14][CH:15]=2)[NH:10][CH:9]=1)[CH3:4].Br[CH2:20][C:21]1[S:22][C:23]2[CH:29]=[CH:28][CH:27]=[CH:26][C:24]=2[N:25]=1.C([O-])(O)=O.[Na+]. Product: [CH2:3]([O:5][C:6](=[O:18])[CH2:7][C:8]1[C:16]2[C:11](=[CH:12][C:13]([Br:17])=[CH:14][CH:15]=2)[N:10]([CH2:20][C:21]2[S:22][C:23]3[CH:29]=[CH:28][CH:27]=[CH:26][C:24]=3[N:25]=2)[CH:9]=1)[CH3:4]. The catalyst class is: 3. (6) Reactant: [C:1]([O:5][C:6]([N:8]1[CH2:13][CH2:12][CH:11]([CH:14]([C:22](O)=[O:23])[C:15]2[CH:20]=[CH:19][C:18]([F:21])=[CH:17][CH:16]=2)[CH2:10][CH2:9]1)=[O:7])([CH3:4])([CH3:3])[CH3:2].[CH2:25]([O:32][C:33]([N:35]1[CH2:40][CH2:39][NH:38][CH2:37][CH2:36]1)=[O:34])[C:26]1[CH:31]=[CH:30][CH:29]=[CH:28][CH:27]=1.Cl.CNC(NC)CCN=C=NCC.O.ON1C2C=CC=CC=2N=N1.C(=O)(O)[O-].[Na+]. Product: [CH2:25]([O:32][C:33]([N:35]1[CH2:40][CH2:39][N:38]([C:22](=[O:23])[CH:14]([CH:11]2[CH2:12][CH2:13][N:8]([C:6]([O:5][C:1]([CH3:3])([CH3:2])[CH3:4])=[O:7])[CH2:9][CH2:10]2)[C:15]2[CH:20]=[CH:19][C:18]([F:21])=[CH:17][CH:16]=2)[CH2:37][CH2:36]1)=[O:34])[C:26]1[CH:31]=[CH:30][CH:29]=[CH:28][CH:27]=1. The catalyst class is: 289. (7) The catalyst class is: 6. Product: [CH3:35][C:27]([C:15]1[CH:16]=[C:17]([C:19]([CH3:25])([CH3:26])[CH2:20][C:21]([CH3:22])([CH3:23])[CH3:24])[CH:18]=[C:13]([N:12]2[N:38]=[C:2]3[CH:7]=[CH:6][C:5]([N+:8]([O-:10])=[O:9])=[CH:4][C:3]3=[N:11]2)[C:14]=1[OH:36])([C:29]1[CH:34]=[CH:33][CH:32]=[CH:31][CH:30]=1)[CH3:28]. Reactant: Cl[C:2]1[CH:7]=[CH:6][C:5]([N+:8]([O-:10])=[O:9])=[CH:4][C:3]=1[N:11]=[N:12][C:13]1[CH:18]=[C:17]([C:19]([CH3:26])([CH3:25])[CH2:20][C:21]([CH3:24])([CH3:23])[CH3:22])[CH:16]=[C:15]([C:27]([CH3:35])([C:29]2[CH:34]=[CH:33][CH:32]=[CH:31][CH:30]=2)[CH3:28])[C:14]=1[OH:36].C[N:38](C)C=O.[N-]=[N+]=[N-].[Na+]. (8) Reactant: [CH2:1]([O:3][C:4]([C:6]1([C:21]([O:23]CC)=[O:22])[CH2:10][CH2:9][N:8]([C:11](=[O:20])[C:12]2[CH:17]=[CH:16][C:15]([O:18][CH3:19])=[CH:14][CH:13]=2)[CH2:7]1)=[O:5])[CH3:2].O.C(OCC)(=O)C.Cl. Product: [CH2:1]([O:3][C:4]([C:6]1([C:21]([OH:23])=[O:22])[CH2:10][CH2:9][N:8]([C:11](=[O:20])[C:12]2[CH:13]=[CH:14][C:15]([O:18][CH3:19])=[CH:16][CH:17]=2)[CH2:7]1)=[O:5])[CH3:2]. The catalyst class is: 10. (9) Reactant: Br[C:2]1[C:20]([C:21]([N:23]([CH:37]([CH3:39])[CH3:38])[C@@H:24]2[CH2:29][CH2:28][CH2:27][N:26]([C:30]([O:32][C:33]([CH3:36])([CH3:35])[CH3:34])=[O:31])[CH2:25]2)=[O:22])=[CH:19][C:5]2[N:6]([CH2:13][CH2:14][CH2:15][CH2:16][O:17][CH3:18])[C:7](=[O:12])[C:8]([CH3:11])([CH3:10])[O:9][C:4]=2[CH:3]=1.C[O-].[Na+].CN([CH:46]=[O:47])C. Product: [CH:37]([N:23]([C:21]([C:20]1[C:2]([O:47][CH3:46])=[CH:3][C:4]2[O:9][C:8]([CH3:11])([CH3:10])[C:7](=[O:12])[N:6]([CH2:13][CH2:14][CH2:15][CH2:16][O:17][CH3:18])[C:5]=2[CH:19]=1)=[O:22])[C@@H:24]1[CH2:29][CH2:28][CH2:27][N:26]([C:30]([O:32][C:33]([CH3:36])([CH3:35])[CH3:34])=[O:31])[CH2:25]1)([CH3:39])[CH3:38]. The catalyst class is: 6.